This data is from Forward reaction prediction with 1.9M reactions from USPTO patents (1976-2016). The task is: Predict the product of the given reaction. (1) Given the reactants [NH2:1][C:2]1[CH:3]=[N:4][C:5]2[C:10]([C:11]=1[NH:12][NH:13][C:14]([O:16][C:17]([CH3:20])([CH3:19])[CH3:18])=[O:15])=[CH:9][CH:8]=[C:7]([Br:21])[CH:6]=2.[C:22](OC)(OC)(OC)[CH2:23][CH2:24][CH3:25], predict the reaction product. The product is: [Br:21][C:7]1[CH:8]=[CH:9][C:10]2[C:11]3[N:12]([NH:13][C:14](=[O:15])[O:16][C:17]([CH3:18])([CH3:20])[CH3:19])[C:22]([CH2:23][CH2:24][CH3:25])=[N:1][C:2]=3[CH:3]=[N:4][C:5]=2[CH:6]=1. (2) Given the reactants C(=O)([O-])[O-].[Cs+].[Cs+].[Br:7][C:8]1[CH:9]=[N:10][NH:11][CH:12]=1.CS(O[CH:18]1[CH2:23][CH2:22][CH:21]([C:24]([O:26][CH2:27][CH3:28])=[O:25])[CH2:20][CH2:19]1)(=O)=O, predict the reaction product. The product is: [Br:7][C:8]1[CH:9]=[N:10][N:11]([CH:18]2[CH2:23][CH2:22][CH:21]([C:24]([O:26][CH2:27][CH3:28])=[O:25])[CH2:20][CH2:19]2)[CH:12]=1. (3) Given the reactants Cl[C:2]1[N:7]=[C:6]([C:8]2[S:12][C:11]([N:13]3[CH2:18][CH2:17][O:16][CH2:15][CH2:14]3)=[N:10][C:9]=2[C:19]2[C:20]([F:37])=[C:21]([NH:25][S:26]([C:29]3[C:34]([F:35])=[CH:33][CH:32]=[CH:31][C:30]=3[F:36])(=[O:28])=[O:27])[CH:22]=[CH:23][CH:24]=2)[CH:5]=[CH:4][N:3]=1.[CH2:38]([NH2:42])[CH:39]([CH3:41])[CH3:40], predict the reaction product. The product is: [F:36][C:30]1[CH:31]=[CH:32][CH:33]=[C:34]([F:35])[C:29]=1[S:26]([NH:25][C:21]1[CH:22]=[CH:23][CH:24]=[C:19]([C:9]2[N:10]=[C:11]([N:13]3[CH2:18][CH2:17][O:16][CH2:15][CH2:14]3)[S:12][C:8]=2[C:6]2[CH:5]=[CH:4][N:3]=[C:2]([NH:42][CH2:38][CH:39]([CH3:41])[CH3:40])[N:7]=2)[C:20]=1[F:37])(=[O:28])=[O:27]. (4) Given the reactants [NH2:1][C:2]1[C:3]([O:18][CH3:19])=[C:4]([CH:12]([OH:17])[C:13]([F:16])([F:15])[F:14])[CH:5]=[C:6]([C:8]([CH3:11])([CH3:10])[CH3:9])[CH:7]=1.C(N(CC)C(C)C)(C)C.Cl[C:30]([O:32][CH2:33][C:34]([Cl:37])([Cl:36])[Cl:35])=[O:31].O, predict the reaction product. The product is: [C:8]([C:6]1[CH:5]=[C:4]([CH:12]([OH:17])[C:13]([F:15])([F:16])[F:14])[C:3]([O:18][CH3:19])=[C:2]([NH:1][C:30](=[O:31])[O:32][CH2:33][C:34]([Cl:37])([Cl:36])[Cl:35])[CH:7]=1)([CH3:11])([CH3:10])[CH3:9]. (5) The product is: [C:45]([O:48][C:49]([CH3:53])([CH3:52])[CH2:50][NH:51][C:11](=[O:13])[C@H:10]([N:8]([C:6]([O:5][C:1]([CH3:2])([CH3:3])[CH3:4])=[O:7])[CH3:9])[CH2:14][C:15]1[CH:20]=[CH:19][CH:18]=[CH:17][CH:16]=1)(=[O:47])[CH3:46]. Given the reactants [C:1]([O:5][C:6]([N:8]([C@H:10]([CH2:14][C:15]1[CH:20]=[CH:19][CH:18]=[CH:17][CH:16]=1)[C:11]([OH:13])=O)[CH3:9])=[O:7])([CH3:4])([CH3:3])[CH3:2].O.ON1C2C=CC=CC=2N=N1.Cl.CN(C)CCCN=C=NCC.Cl.[C:45]([O:48][C:49]([CH3:53])([CH3:52])[CH2:50][NH2:51])(=[O:47])[CH3:46].C(N(C(C)C)C(C)C)C, predict the reaction product. (6) Given the reactants [CH:1]1([C:4]2[CH:5]=[N:6][C:7]([NH:14][C:15]3[CH:16]=[CH:17][CH:18]=[C:19]4[C:24]=3[N:23]=[CH:22][CH:21]=[C:20]4[C:25]3[CH:30]=[CH:29][CH:28]=[CH:27][CH:26]=3)=[C:8]([CH:13]=2)[C:9]([O:11]C)=[O:10])[CH2:3][CH2:2]1.[OH-].[Na+], predict the reaction product. The product is: [CH:1]1([C:4]2[CH:5]=[N:6][C:7]([NH:14][C:15]3[CH:16]=[CH:17][CH:18]=[C:19]4[C:24]=3[N:23]=[CH:22][CH:21]=[C:20]4[C:25]3[CH:30]=[CH:29][CH:28]=[CH:27][CH:26]=3)=[C:8]([CH:13]=2)[C:9]([OH:11])=[O:10])[CH2:2][CH2:3]1. (7) Given the reactants [CH3:1][C:2]1[N:3]=[CH:4][C:5]([NH:8][C:9]2[C:18]3[C:13](=[CH:14][CH:15]=[C:16]([OH:19])[CH:17]=3)[N:12]=[CH:11][N:10]=2)=[N:6][CH:7]=1.C(O[CH:23](OCC)[CH2:24][O:25][C:26]1[CH:27]=[CH:28][C:29](F)=[N:30][CH:31]=1)C.C[NH2:37].O1[CH2:42][CH2:41]CC1, predict the reaction product. The product is: [CH2:41]([NH:37][CH2:23][CH2:24][O:25][C:26]1[CH:27]=[CH:28][C:29]([O:19][C:16]2[CH:17]=[C:18]3[C:13](=[CH:14][CH:15]=2)[N:12]=[CH:11][N:10]=[C:9]3[NH:8][C:5]2[CH:4]=[N:3][C:2]([CH3:1])=[CH:7][N:6]=2)=[N:30][CH:31]=1)[CH3:42].